This data is from NCI-60 drug combinations with 297,098 pairs across 59 cell lines. The task is: Regression. Given two drug SMILES strings and cell line genomic features, predict the synergy score measuring deviation from expected non-interaction effect. (1) Drug 2: C1CN(P(=O)(OC1)NCCCl)CCCl. Synergy scores: CSS=-1.35, Synergy_ZIP=-0.147, Synergy_Bliss=-0.920, Synergy_Loewe=-3.20, Synergy_HSA=-2.84. Cell line: M14. Drug 1: CCC(=C(C1=CC=CC=C1)C2=CC=C(C=C2)OCCN(C)C)C3=CC=CC=C3.C(C(=O)O)C(CC(=O)O)(C(=O)O)O. (2) Drug 1: CC1=C(N=C(N=C1N)C(CC(=O)N)NCC(C(=O)N)N)C(=O)NC(C(C2=CN=CN2)OC3C(C(C(C(O3)CO)O)O)OC4C(C(C(C(O4)CO)O)OC(=O)N)O)C(=O)NC(C)C(C(C)C(=O)NC(C(C)O)C(=O)NCCC5=NC(=CS5)C6=NC(=CS6)C(=O)NCCC[S+](C)C)O. Drug 2: C(CCl)NC(=O)N(CCCl)N=O. Cell line: SNB-19. Synergy scores: CSS=24.8, Synergy_ZIP=-5.56, Synergy_Bliss=3.59, Synergy_Loewe=-0.879, Synergy_HSA=5.54. (3) Synergy scores: CSS=1.56, Synergy_ZIP=-2.65, Synergy_Bliss=-4.78, Synergy_Loewe=-7.72, Synergy_HSA=-7.05. Drug 2: COC1=C2C(=CC3=C1OC=C3)C=CC(=O)O2. Cell line: SK-MEL-5. Drug 1: CN(C)N=NC1=C(NC=N1)C(=O)N. (4) Cell line: TK-10. Drug 2: C1=CC(=C2C(=C1NCCNCCO)C(=O)C3=C(C=CC(=C3C2=O)O)O)NCCNCCO. Drug 1: C1=CC(=CC=C1CCC2=CNC3=C2C(=O)NC(=N3)N)C(=O)NC(CCC(=O)O)C(=O)O. Synergy scores: CSS=47.9, Synergy_ZIP=-8.84, Synergy_Bliss=-12.2, Synergy_Loewe=-7.97, Synergy_HSA=-5.43. (5) Drug 1: CC(C)NC(=O)C1=CC=C(C=C1)CNNC.Cl. Drug 2: CC1C(C(CC(O1)OC2CC(CC3=C2C(=C4C(=C3O)C(=O)C5=CC=CC=C5C4=O)O)(C(=O)C)O)N)O. Cell line: U251. Synergy scores: CSS=41.4, Synergy_ZIP=2.66, Synergy_Bliss=2.56, Synergy_Loewe=-31.9, Synergy_HSA=3.53. (6) Drug 1: CN1CCC(CC1)COC2=C(C=C3C(=C2)N=CN=C3NC4=C(C=C(C=C4)Br)F)OC. Drug 2: C1=NC(=NC(=O)N1C2C(C(C(O2)CO)O)O)N. Cell line: SK-MEL-28. Synergy scores: CSS=2.01, Synergy_ZIP=2.64, Synergy_Bliss=6.39, Synergy_Loewe=-0.118, Synergy_HSA=0.777.